This data is from PAMPA (Parallel Artificial Membrane Permeability Assay) permeability data from NCATS. The task is: Regression/Classification. Given a drug SMILES string, predict its absorption, distribution, metabolism, or excretion properties. Task type varies by dataset: regression for continuous measurements (e.g., permeability, clearance, half-life) or binary classification for categorical outcomes (e.g., BBB penetration, CYP inhibition). Dataset: pampa_ncats. The molecule is CCOC1=CC(=CC(=C1OCC)OCC)C2=NC=CC3=CC(=C(C=C32)OC)OC. The result is 1 (high permeability).